The task is: Predict which catalyst facilitates the given reaction.. This data is from Catalyst prediction with 721,799 reactions and 888 catalyst types from USPTO. Reactant: Cl[C:2]1[C:11]2=[N:12][N:13](CC3C=CC(OC)=CC=3)[CH:14]=[C:10]2[C:9]2[CH:8]=[C:7]([O:24][CH3:25])[CH:6]=[CH:5][C:4]=2[N:3]=1.[F:26][C:27]([F:39])([F:38])[S:28]([C:31]1[CH:32]=[C:33]([CH:35]=[CH:36][CH:37]=1)[NH2:34])(=[O:30])=[O:29].Cl. Product: [CH3:25][O:24][C:7]1[CH:6]=[CH:5][C:4]2[N:3]=[C:2]([NH:34][C:33]3[CH:35]=[CH:36][CH:37]=[C:31]([S:28]([C:27]([F:39])([F:26])[F:38])(=[O:30])=[O:29])[CH:32]=3)[C:11]3=[N:12][NH:13][CH:14]=[C:10]3[C:9]=2[CH:8]=1. The catalyst class is: 71.